This data is from Forward reaction prediction with 1.9M reactions from USPTO patents (1976-2016). The task is: Predict the product of the given reaction. (1) Given the reactants Br[C:2]1[CH:14]=[CH:13][C:12]2[C:11]3[CH:10]=[N:9][CH:8]=[N:7][C:6]=3[C:5]([CH3:16])([CH3:15])[C:4]=2[CH:3]=1.[C:17]1([C:26]2[CH:31]=[CH:30][CH:29]=[CH:28][CH:27]=2)[CH:22]=[CH:21][CH:20]=[CH:19][C:18]=1B(O)O.C([O-])([O-])=O.[Na+].[Na+].CCO, predict the reaction product. The product is: [C:17]1([C:26]2[CH:27]=[CH:28][CH:29]=[CH:30][CH:31]=2)[CH:22]=[CH:21][CH:20]=[CH:19][C:18]=1[C:2]1[CH:14]=[CH:13][C:12]2[C:11]3[CH:10]=[N:9][CH:8]=[N:7][C:6]=3[C:5]([CH3:16])([CH3:15])[C:4]=2[CH:3]=1. (2) Given the reactants Br[C:2]1[C:11]2[C:6](=[CH:7][CH:8]=[CH:9][CH:10]=2)[C:5]([OH:12])=[N:4][CH:3]=1.[Cu](C#N)[C:14]#[N:15].[C-]#N.[Na+], predict the reaction product. The product is: [C:14]([C:2]1[C:11]2[C:6](=[CH:7][CH:8]=[CH:9][CH:10]=2)[C:5]([OH:12])=[N:4][CH:3]=1)#[N:15]. (3) Given the reactants [OH:1][C:2]1[CH:3]=[C:4]([C:8]2[S:16][C:15]3[C:14]([NH:17][CH2:18][CH2:19][C:20]4[S:24][C:23]([NH:25][C:26]([NH:28][C:29]5C=[CH:33][CH:32]=[C:31]([C:35]([F:38])([F:37])[F:36])[CH:30]=5)=[O:27])=[N:22][CH:21]=4)=[N:13][CH:12]=[N:11][C:10]=3[CH:9]=2)[CH:5]=[CH:6][CH:7]=1.N1C=NN=N1.C(N(CC)[P:47]([O:53][C:54]([CH3:57])([CH3:56])[CH3:55])[O:48][C:49]([CH3:52])([CH3:51])[CH3:50])C.C([O:64]O)(C)(C)C.OS([O-])=O.[Na+], predict the reaction product. The product is: [F:36][C:35]([F:38])([F:37])[C:31]([CH:32]=[CH2:33])=[CH:30][CH2:29][NH:28][C:26](=[O:27])[NH:25][C:23]1[S:24][C:20]([CH2:19][CH2:18][NH:17][C:14]2[C:15]3[S:16][C:8]([C:4]4[CH:3]=[C:2]([O:1][P:47](=[O:64])([O:48][C:49]([CH3:50])([CH3:51])[CH3:52])[O:53][C:54]([CH3:55])([CH3:56])[CH3:57])[CH:7]=[CH:6][CH:5]=4)=[CH:9][C:10]=3[N:11]=[CH:12][N:13]=2)=[CH:21][N:22]=1. (4) Given the reactants [Sn](CC)(CC)(CC)[CH2:2][CH3:3].N#N.[Si:12]([O:19][CH2:20][CH:21]1[CH2:35][C:34]2[C:23](=[CH:24][C:25]3[N+:30]([O-:31])=[N:29][C:28](I)=[N:27][C:26]=3[CH:33]=2)[CH2:22]1)([C:15]([CH3:18])([CH3:17])[CH3:16])([CH3:14])[CH3:13], predict the reaction product. The product is: [Si:12]([O:19][CH2:20][CH:21]1[CH2:35][C:34]2[C:23](=[CH:24][C:25]3[N+:30]([O-:31])=[N:29][C:28]([CH2:2][CH3:3])=[N:27][C:26]=3[CH:33]=2)[CH2:22]1)([C:15]([CH3:18])([CH3:17])[CH3:16])([CH3:14])[CH3:13]. (5) The product is: [Si:21]([O:28][C@@H:29]([CH3:40])[C@@H:30]([OH:39])[CH2:31][CH2:32][C:33]1[CH:34]=[CH:35][CH:36]=[CH:37][CH:38]=1)([C:24]([CH3:27])([CH3:26])[CH3:25])([CH3:23])[CH3:22].[Si:1]([O:8][C@@H:9]([CH2:13][CH2:14][C:15]1[CH:16]=[CH:17][CH:18]=[CH:19][CH:20]=1)[C@@H:10]([OH:12])[CH3:11])([C:4]([CH3:7])([CH3:5])[CH3:6])([CH3:3])[CH3:2]. Given the reactants [Si:1]([O:8][C@@H:9](/[CH:13]=[CH:14]/[C:15]1[CH:20]=[CH:19][CH:18]=[CH:17][CH:16]=1)[C@@H:10]([OH:12])[CH3:11])([C:4]([CH3:7])([CH3:6])[CH3:5])([CH3:3])[CH3:2].[Si:21]([O:28][C@@H:29]([CH3:40])[C@@H:30]([OH:39])/[CH:31]=[CH:32]/[C:33]1[CH:38]=[CH:37][CH:36]=[CH:35][CH:34]=1)([C:24]([CH3:27])([CH3:26])[CH3:25])([CH3:23])[CH3:22], predict the reaction product. (6) The product is: [CH3:1][C:2]1([CH3:13])[C:11]2[C:6](=[CH:7][CH:8]=[CH:9][CH:10]=2)[NH:5][CH2:4][CH2:3]1. Given the reactants [CH3:1][C:2]1([CH3:13])[C:11]2[C:6](=[CH:7][CH:8]=[CH:9][CH:10]=2)[NH:5][C:4](=O)[CH2:3]1.[H-].[H-].[H-].[H-].[Li+].[Al+3].O.[OH-].[Na+], predict the reaction product.